Task: Predict the reactants needed to synthesize the given product.. Dataset: Full USPTO retrosynthesis dataset with 1.9M reactions from patents (1976-2016) (1) Given the product [Cl:69][C:60]1[C:61]2[C:66](=[CH:65][CH:64]=[CH:63][CH:62]=2)[CH:67]=[CH:68][C:59]=1[NH:72][CH2:73][CH2:74][NH:75][C:76](=[O:82])[O:77][C:78]([CH3:80])([CH3:79])[CH3:81], predict the reactants needed to synthesize it. The reactants are: C1C=CC(P(C2C(C3C(P(C4C=CC=CC=4)C4C=CC=CC=4)=CC=C4C=3C=CC=C4)=C3C(C=CC=C3)=CC=2)C2C=CC=CC=2)=CC=1.C([O-])([O-])=O.[Cs+].[Cs+].FC(F)(F)S(O[C:59]1[CH:68]=[CH:67][C:66]2[C:61](=[CH:62][CH:63]=[CH:64][CH:65]=2)[C:60]=1[Cl:69])(=O)=O.[NH2:72][CH2:73][CH2:74][NH:75][C:76](=[O:82])[O:77][C:78]([CH3:81])([CH3:80])[CH3:79]. (2) The reactants are: [Cl:1][C:2]1[CH:3]=[C:4]([N:9]2[C:13]3=[CH:14][CH2:15][CH2:16][CH2:17][C:12]3([CH2:18][C:19]3[CH:26]=[CH:25][C:22]([C:23]#[N:24])=[CH:21][CH:20]=3)[NH:11][C:10]2=[O:27])[CH:5]=[C:6]([Cl:8])[CH:7]=1.[C:28](OC(=O)C)(=[O:30])[CH3:29]. Given the product [C:28]([N:11]1[C:12]2([CH2:18][C:19]3[CH:20]=[CH:21][C:22]([C:23]#[N:24])=[CH:25][CH:26]=3)[CH2:17][CH2:16][CH2:15][CH:14]=[C:13]2[N:9]([C:4]2[CH:5]=[C:6]([Cl:8])[CH:7]=[C:2]([Cl:1])[CH:3]=2)[C:10]1=[O:27])(=[O:30])[CH3:29], predict the reactants needed to synthesize it. (3) Given the product [Cl:1][C:2]1[CH:7]=[CH:6][N:5]=[C:4]2[N:8]([Si:17]([CH:21]([CH3:23])[CH3:22])([CH:18]([CH3:20])[CH3:19])[CH:14]([CH3:16])[CH3:15])[C:9]([CH3:11])=[CH:10][C:3]=12, predict the reactants needed to synthesize it. The reactants are: [Cl:1][C:2]1[CH:7]=[CH:6][N:5]=[C:4]2[NH:8][C:9]([CH3:11])=[CH:10][C:3]=12.[H-].[Na+].[CH:14]([Si:17](Cl)([CH:21]([CH3:23])[CH3:22])[CH:18]([CH3:20])[CH3:19])([CH3:16])[CH3:15]. (4) Given the product [CH2:1]([N:8]1[C:14]([NH2:15])=[CH:13][C:12]([C:11]([CH3:18])([CH3:17])[CH3:10])=[N:9]1)[C:2]1[CH:7]=[CH:6][CH:5]=[CH:4][CH:3]=1, predict the reactants needed to synthesize it. The reactants are: [CH2:1]([NH:8][NH2:9])[C:2]1[CH:7]=[CH:6][CH:5]=[CH:4][CH:3]=1.[CH3:10][C:11]([CH3:18])([CH3:17])[C:12](=O)[CH2:13][C:14]#[N:15]. (5) Given the product [CH:1]1([N:8]2[CH2:7][CH2:6][C:12]3[CH:13]=[CH:14][C:15]([N:17]4[CH2:18][CH2:19][N:20]([C:23]([O:25][CH2:26][C:27]5[CH:32]=[CH:31][CH:30]=[CH:29][CH:28]=5)=[O:24])[CH2:21][CH2:22]4)=[CH:16][C:11]=3[CH2:10][CH2:9]2)[CH2:4][CH2:3][CH2:2]1, predict the reactants needed to synthesize it. The reactants are: [C:1]1(=O)[CH2:4][CH2:3][CH2:2]1.[CH2:6]1[C:12]2[CH:13]=[CH:14][C:15]([N:17]3[CH2:22][CH2:21][N:20]([C:23]([O:25][CH2:26][C:27]4[CH:32]=[CH:31][CH:30]=[CH:29][CH:28]=4)=[O:24])[CH2:19][CH2:18]3)=[CH:16][C:11]=2[CH2:10][CH2:9][NH:8][CH2:7]1.C(O)(=O)C.C(O[BH-](OC(=O)C)OC(=O)C)(=O)C.[Na+]. (6) Given the product [F:1][C:2]([F:7])([F:6])[C:3]([OH:5])=[O:4].[F:8][C:9]([F:14])([F:13])[C:10]([OH:12])=[O:11].[Cl:22][C:23]1[CH:24]=[N:25][C:26]2[NH:27][C:28]3[CH:29]=[N:30][CH:31]=[C:32]([CH:54]=3)[CH2:33][CH2:34][C:35]3[CH:43]=[C:39]([NH:40][C:41]=1[N:42]=2)[CH:38]=[CH:37][C:36]=3[NH:44][C:45](=[O:53])[CH2:46][CH:47]1[CH2:52][CH2:51][N:50]([C:56]([NH:55][C:58]2[CH:63]=[CH:62][CH:61]=[CH:60][C:59]=2[O:64][CH3:65])=[O:57])[CH2:49][CH2:48]1, predict the reactants needed to synthesize it. The reactants are: [F:1][C:2]([F:7])([F:6])[C:3]([OH:5])=[O:4].[F:8][C:9]([F:14])([F:13])[C:10]([OH:12])=[O:11].FC(F)(F)C(O)=O.[Cl:22][C:23]1[CH:24]=[N:25][C:26]2[NH:27][C:28]3[CH:29]=[N:30][CH:31]=[C:32]([CH:54]=3)[CH2:33][CH2:34][C:35]3[CH:43]=[C:39]([NH:40][C:41]=1[N:42]=2)[CH:38]=[CH:37][C:36]=3[NH:44][C:45](=[O:53])[CH2:46][CH:47]1[CH2:52][CH2:51][NH:50][CH2:49][CH2:48]1.[N:55]([C:58]1[CH:63]=[CH:62][CH:61]=[CH:60][C:59]=1[O:64][CH3:65])=[C:56]=[O:57].